The task is: Binary Classification. Given a drug SMILES string, predict its activity (active/inactive) in a high-throughput screening assay against a specified biological target.. This data is from Tyrosyl-DNA phosphodiesterase HTS with 341,365 compounds. (1) The compound is O=C(NCc1cc(OC)c(O)cc1)CCCCCCC(C)C. The result is 0 (inactive). (2) The molecule is S(c1oc(nn1)c1cc2OCOc2cc1)CC(Oc1ccc(CC)cc1)=O. The result is 0 (inactive). (3) The compound is S(CC(=O)NC(CCC)C)c1c(C(OCC(=O)NC(CCC)C)=O)cccc1. The result is 0 (inactive). (4) The drug is O=C1N(C(c2c1[nH][nH]\c2=C1/C(=O)C=CC=C1)c1ccccc1)CCc1cc(OC)c(OC)cc1. The result is 0 (inactive). (5) The drug is Clc1sc(C(=N/NC(=O)c2occc2)/CCC)cc1. The result is 0 (inactive). (6) The result is 0 (inactive). The compound is Fc1cc(C(=O)C2CCCN(C2)Cc2ccc(Oc3ncccn3)cc2)c(OC)cc1. (7) The drug is O=C(NCCOC)C1N(C2C(C1)Cn1c2nc2c1cc1c(c2)cccc1)C. The result is 0 (inactive). (8) The drug is S(=O)(=O)(N1CCC(CC1)C)c1sc(nn1)NC(=O)COc1ccccc1. The result is 0 (inactive).